Dataset: NCI-60 drug combinations with 297,098 pairs across 59 cell lines. Task: Regression. Given two drug SMILES strings and cell line genomic features, predict the synergy score measuring deviation from expected non-interaction effect. (1) Drug 1: CC12CCC3C(C1CCC2=O)CC(=C)C4=CC(=O)C=CC34C. Drug 2: CN(C)C1=NC(=NC(=N1)N(C)C)N(C)C. Cell line: IGROV1. Synergy scores: CSS=30.1, Synergy_ZIP=1.91, Synergy_Bliss=4.65, Synergy_Loewe=-3.68, Synergy_HSA=4.28. (2) Drug 1: CC1=C2C(C(=O)C3(C(CC4C(C3C(C(C2(C)C)(CC1OC(=O)C(C(C5=CC=CC=C5)NC(=O)C6=CC=CC=C6)O)O)OC(=O)C7=CC=CC=C7)(CO4)OC(=O)C)O)C)OC(=O)C. Drug 2: CC12CCC3C(C1CCC2OP(=O)(O)O)CCC4=C3C=CC(=C4)OC(=O)N(CCCl)CCCl.[Na+]. Cell line: SR. Synergy scores: CSS=89.7, Synergy_ZIP=13.1, Synergy_Bliss=13.3, Synergy_Loewe=8.05, Synergy_HSA=16.0. (3) Synergy scores: CSS=73.7, Synergy_ZIP=-4.60, Synergy_Bliss=-5.47, Synergy_Loewe=-5.73, Synergy_HSA=-2.03. Drug 2: CC=C1C(=O)NC(C(=O)OC2CC(=O)NC(C(=O)NC(CSSCCC=C2)C(=O)N1)C(C)C)C(C)C. Cell line: KM12. Drug 1: CC1=C2C(C(=O)C3(C(CC4C(C3C(C(C2(C)C)(CC1OC(=O)C(C(C5=CC=CC=C5)NC(=O)OC(C)(C)C)O)O)OC(=O)C6=CC=CC=C6)(CO4)OC(=O)C)OC)C)OC. (4) Drug 1: CC1CCC2CC(C(=CC=CC=CC(CC(C(=O)C(C(C(=CC(C(=O)CC(OC(=O)C3CCCCN3C(=O)C(=O)C1(O2)O)C(C)CC4CCC(C(C4)OC)OCCO)C)C)O)OC)C)C)C)OC. Drug 2: CC1C(C(CC(O1)OC2CC(OC(C2O)C)OC3=CC4=CC5=C(C(=O)C(C(C5)C(C(=O)C(C(C)O)O)OC)OC6CC(C(C(O6)C)O)OC7CC(C(C(O7)C)O)OC8CC(C(C(O8)C)O)(C)O)C(=C4C(=C3C)O)O)O)O. Cell line: OVCAR-5. Synergy scores: CSS=36.0, Synergy_ZIP=-1.58, Synergy_Bliss=0.771, Synergy_Loewe=-5.44, Synergy_HSA=0.0931. (5) Drug 1: CC1=CC=C(C=C1)C2=CC(=NN2C3=CC=C(C=C3)S(=O)(=O)N)C(F)(F)F. Drug 2: CN(C(=O)NC(C=O)C(C(C(CO)O)O)O)N=O. Cell line: NCI-H322M. Synergy scores: CSS=0.184, Synergy_ZIP=1.60, Synergy_Bliss=2.24, Synergy_Loewe=-5.88, Synergy_HSA=-2.27. (6) Drug 1: COC1=C(C=C2C(=C1)N=CN=C2NC3=CC(=C(C=C3)F)Cl)OCCCN4CCOCC4. Drug 2: CC12CCC3C(C1CCC2O)C(CC4=C3C=CC(=C4)O)CCCCCCCCCS(=O)CCCC(C(F)(F)F)(F)F. Cell line: COLO 205. Synergy scores: CSS=12.8, Synergy_ZIP=-4.04, Synergy_Bliss=4.80, Synergy_Loewe=2.49, Synergy_HSA=3.13. (7) Drug 1: CC(C1=C(C=CC(=C1Cl)F)Cl)OC2=C(N=CC(=C2)C3=CN(N=C3)C4CCNCC4)N. Drug 2: C(CCl)NC(=O)N(CCCl)N=O. Synergy scores: CSS=-2.74, Synergy_ZIP=-0.851, Synergy_Bliss=-5.36, Synergy_Loewe=-6.42, Synergy_HSA=-6.42. Cell line: RXF 393. (8) Synergy scores: CSS=49.0, Synergy_ZIP=-1.66, Synergy_Bliss=-5.52, Synergy_Loewe=-10.7, Synergy_HSA=-5.37. Drug 1: CC1=C2C(C(=O)C3(C(CC4C(C3C(C(C2(C)C)(CC1OC(=O)C(C(C5=CC=CC=C5)NC(=O)C6=CC=CC=C6)O)O)OC(=O)C7=CC=CC=C7)(CO4)OC(=O)C)O)C)OC(=O)C. Drug 2: B(C(CC(C)C)NC(=O)C(CC1=CC=CC=C1)NC(=O)C2=NC=CN=C2)(O)O. Cell line: RPMI-8226. (9) Drug 1: C1=CN(C=N1)CC(O)(P(=O)(O)O)P(=O)(O)O. Drug 2: C1C(C(OC1N2C=NC3=C2NC=NCC3O)CO)O. Cell line: OVCAR-8. Synergy scores: CSS=1.39, Synergy_ZIP=0.956, Synergy_Bliss=1.21, Synergy_Loewe=0.377, Synergy_HSA=0.130.